This data is from Peptide-MHC class I binding affinity with 185,985 pairs from IEDB/IMGT. The task is: Regression. Given a peptide amino acid sequence and an MHC pseudo amino acid sequence, predict their binding affinity value. This is MHC class I binding data. (1) The peptide sequence is SGDLRQRLL. The MHC is Mamu-B3901 with pseudo-sequence Mamu-B3901. The binding affinity (normalized) is 0.00356. (2) The peptide sequence is DLYEEEMREL. The MHC is HLA-A02:01 with pseudo-sequence HLA-A02:01. The binding affinity (normalized) is 0.111. (3) The peptide sequence is GKIYNRNIV. The MHC is H-2-Db with pseudo-sequence H-2-Db. The binding affinity (normalized) is 0.0641.